Dataset: Full USPTO retrosynthesis dataset with 1.9M reactions from patents (1976-2016). Task: Predict the reactants needed to synthesize the given product. (1) The reactants are: [CH2:1]([O:8][C:9]1[CH:14]=[CH:13][N:12]([CH2:15][C:16]([C:18]2[CH:23]=[CH:22][C:21](CO)=[CH:20][CH:19]=2)=[O:17])[C:11](=[O:26])[CH:10]=1)[C:2]1[CH:7]=[CH:6][CH:5]=[CH:4][CH:3]=1.C(OC1C=CNC(=O)C=1)C1C=CC=CC=1.ClCC(C1C=C2C(=CC=1)[CH2:51][N:50]([C:55](=[O:60])[C:56]([F:59])([F:58])[F:57])[CH2:49]2)=O. Given the product [CH2:1]([O:8][C:9]1[CH:14]=[CH:13][N:12]([CH2:15][C:16](=[O:17])[C:18]2[CH:19]=[C:20]3[C:21](=[CH:22][CH:23]=2)[CH2:51][N:50]([C:55](=[O:60])[C:56]([F:59])([F:58])[F:57])[CH2:49]3)[C:11](=[O:26])[CH:10]=1)[C:2]1[CH:3]=[CH:4][CH:5]=[CH:6][CH:7]=1, predict the reactants needed to synthesize it. (2) Given the product [Cl:30][C:14]1[C:15]2[N:16]=[C:8]([C:5]3[CH:6]=[CH:7][C:2]([F:1])=[CH:3][CH:4]=3)[S:9][C:10]=2[N:11]=[C:12]([CH3:18])[N:13]=1, predict the reactants needed to synthesize it. The reactants are: [F:1][C:2]1[CH:7]=[CH:6][C:5]([C:8]2[S:9][C:10]3[N:11]=[C:12]([CH3:18])[NH:13][C:14](=O)[C:15]=3[N:16]=2)=[CH:4][CH:3]=1.C(N(C(C)C)CC)(C)C.O=P(Cl)(Cl)[Cl:30]. (3) Given the product [CH:16]1([C:14]2[NH:13][N:12]=[C:11]([N:10]3[C:6]4[CH:5]=[C:4]([NH:20][C@H:21]([C:23]5[CH:24]=[CH:25][C:26]([F:29])=[CH:27][CH:28]=5)[CH3:22])[C:3]([CH2:2][NH:1][C:30](=[O:32])[CH3:31])=[CH:19][C:7]=4[N:8]=[CH:9]3)[CH:15]=2)[CH2:18][CH2:17]1, predict the reactants needed to synthesize it. The reactants are: [NH2:1][CH2:2][C:3]1[C:4]([NH:20][C@H:21]([C:23]2[CH:28]=[CH:27][C:26]([F:29])=[CH:25][CH:24]=2)[CH3:22])=[CH:5][C:6]2[N:10]([C:11]3[CH:15]=[C:14]([CH:16]4[CH2:18][CH2:17]4)[NH:13][N:12]=3)[CH:9]=[N:8][C:7]=2[CH:19]=1.[C:30](O)(=[O:32])[CH3:31]. (4) Given the product [CH3:1][O:2][C:3]([C:5]1[CH:6]=[CH:7][CH:8]=[C:9]2[C:13]=1[NH:12][CH:11]=[C:10]2[C:24]([CH:20]1[C:21]([CH3:23])([CH3:22])[C:19]1([CH3:27])[CH3:18])=[O:25])=[O:4], predict the reactants needed to synthesize it. The reactants are: [CH3:1][O:2][C:3]([C:5]1[CH:6]=[CH:7][CH:8]=[C:9]2[C:13]=1[NH:12][CH:11]=[CH:10]2)=[O:4].C([Mg]Br)C.[CH3:18][C:19]1([CH3:27])[C:21]([CH3:23])([CH3:22])[CH:20]1[C:24](Cl)=[O:25].